From a dataset of Reaction yield outcomes from USPTO patents with 853,638 reactions. Predict the reaction yield, written as a fraction of the theoretical maximum amount of product (1.0 means a 100% yield; for example, 0.34 means a 34% yield). (1) The reactants are II.[CH3:3][O:4][C:5](=[O:17])[C@H:6]([CH2:15]I)[NH:7][C:8]([O:10][C:11]([CH3:14])([CH3:13])[CH3:12])=[O:9].COC1C=CC=C(OC)C=1C1C=CC=CC=1P(C1CCCCC1)C1CCCCC1.Cl[C:48]1[CH:53]=[C:52]([P:54](=[O:61])([O:58][CH2:59][CH3:60])[O:55][CH2:56][CH3:57])[CH:51]=[CH:50][N:49]=1. The catalyst is [Zn].C1C=CC(/C=C/C(/C=C/C2C=CC=CC=2)=O)=CC=1.C1C=CC(/C=C/C(/C=C/C2C=CC=CC=2)=O)=CC=1.C1C=CC(/C=C/C(/C=C/C2C=CC=CC=2)=O)=CC=1.[Pd].[Pd].CN(C=O)C. The product is [C:11]([O:10][C:8]([NH:7][C@@H:6]([CH2:15][C:48]1[CH:53]=[C:52]([P:54]([O:58][CH2:59][CH3:60])([O:55][CH2:56][CH3:57])=[O:61])[CH:51]=[CH:50][N:49]=1)[C:5]([O:4][CH3:3])=[O:17])=[O:9])([CH3:14])([CH3:13])[CH3:12]. The yield is 0.420. (2) The reactants are Cl[C:2]1[N:7]=[CH:6][C:5]([S:8]([N:11]2[C:15]([C:16]3[CH:21]=[CH:20][CH:19]=[CH:18][C:17]=3[F:22])=[CH:14][C:13]([CH:23]=[O:24])=[CH:12]2)(=[O:10])=[O:9])=[CH:4][CH:3]=1.[CH3:25]B(O)O.C(=O)([O-])[O-].[K+].[K+].C(=O)([O-])O.[Na+]. The catalyst is C1C=CC([P]([Pd]([P](C2C=CC=CC=2)(C2C=CC=CC=2)C2C=CC=CC=2)([P](C2C=CC=CC=2)(C2C=CC=CC=2)C2C=CC=CC=2)[P](C2C=CC=CC=2)(C2C=CC=CC=2)C2C=CC=CC=2)(C2C=CC=CC=2)C2C=CC=CC=2)=CC=1.O1CCOCC1. The product is [F:22][C:17]1[CH:18]=[CH:19][CH:20]=[CH:21][C:16]=1[C:15]1[N:11]([S:8]([C:5]2[CH:6]=[N:7][C:2]([CH3:25])=[CH:3][CH:4]=2)(=[O:10])=[O:9])[CH:12]=[C:13]([CH:23]=[O:24])[CH:14]=1. The yield is 0.390. (3) The yield is 0.980. The reactants are Cl[C:2]1[C:7]([CH3:8])=[CH:6][C:5]([N+:9]([O-:11])=[O:10])=[CH:4][N:3]=1.O.[NH2:13][NH2:14]. The catalyst is CCO. The product is [NH:13]([C:2]1[C:7]([CH3:8])=[CH:6][C:5]([N+:9]([O-:11])=[O:10])=[CH:4][N:3]=1)[NH2:14].